Dataset: Reaction yield outcomes from USPTO patents with 853,638 reactions. Task: Predict the reaction yield, written as a fraction of the theoretical maximum amount of product (1.0 means a 100% yield; for example, 0.34 means a 34% yield). (1) The reactants are [CH3:1][O:2][C:3]([C:5]1[C:13]2[C:8](=[CH:9][C:10](Br)=[CH:11][CH:12]=2)[N:7]([CH3:15])[CH:6]=1)=[O:4].[OH:16][CH:17]1[CH2:22][CH2:21][NH:20][CH2:19][CH2:18]1.N1CCC[C@H]1C(O)=O.C(=O)([O-])[O-].[K+].[K+]. The catalyst is [Cu]I. The product is [CH3:1][O:2][C:3]([C:5]1[C:13]2[C:8](=[CH:9][C:10]([N:20]3[CH2:21][CH2:22][CH:17]([OH:16])[CH2:18][CH2:19]3)=[CH:11][CH:12]=2)[N:7]([CH3:15])[CH:6]=1)=[O:4]. The yield is 0.590. (2) The reactants are [NH2:1][C:2]1[C:10]([CH3:11])=[CH:9][CH:8]=[CH:7][C:3]=1[C:4]([NH2:6])=[O:5].Cl.[N:13]1([CH2:19][CH2:20][C:21](O)=O)[CH2:18][CH2:17][CH2:16][CH2:15][CH2:14]1. No catalyst specified. The product is [CH3:11][C:10]1[CH:9]=[CH:8][CH:7]=[C:3]2[C:2]=1[N:1]=[C:21]([CH2:20][CH2:19][N:13]1[CH2:18][CH2:17][CH2:16][CH2:15][CH2:14]1)[NH:6][C:4]2=[O:5]. The yield is 0.550. (3) The reactants are C(N(CC)CC)C.O.ON1C2C=CC=CC=2N=N1.[C:19]([O:23][P:24]([O:31][C:32]1[CH:37]=[CH:36][C:35]([C:38]2[CH:43]=[CH:42][C:41]([CH2:44][CH2:45][C@@:46]([CH3:54])([S:50]([CH3:53])(=[O:52])=[O:51])[C:47](O)=[O:48])=[CH:40][CH:39]=2)=[CH:34][CH:33]=1)([O:26][C:27]([CH3:30])([CH3:29])[CH3:28])=[O:25])([CH3:22])([CH3:21])[CH3:20].[O:55]1[CH2:60][CH2:59][CH2:58][CH2:57][CH:56]1[O:61][NH2:62].Cl.CN(C)CCCN=C=NCC. The catalyst is ClCCl.O. The product is [P:24]([O:31][C:32]1[CH:37]=[CH:36][C:35]([C:38]2[CH:39]=[CH:40][C:41]([CH2:44][CH2:45][C@@:46]([CH3:54])([S:50]([CH3:53])(=[O:52])=[O:51])[C:47](=[O:48])[NH:62][O:61][CH:56]3[CH2:57][CH2:58][CH2:59][CH2:60][O:55]3)=[CH:42][CH:43]=2)=[CH:34][CH:33]=1)([O:26][C:27]([CH3:28])([CH3:29])[CH3:30])([O:23][C:19]([CH3:22])([CH3:20])[CH3:21])=[O:25]. The yield is 0.630. (4) The yield is 0.500. The product is [CH2:29]([O:28][C:23]1[CH:24]=[CH:25][CH:26]=[CH:27][C:22]=1[C:20]1[N:19]=[CH:18][N:17]=[C:16]([NH:15][C:14]([CH:11]2[CH2:12][CH2:13][NH:8][CH2:9][CH2:10]2)=[O:31])[CH:21]=1)[CH3:30]. The catalyst is ClCCl.C(O)(C(F)(F)F)=O. The reactants are C(OC([N:8]1[CH2:13][CH2:12][CH:11]([C:14](=[O:31])[NH:15][C:16]2[CH:21]=[C:20]([C:22]3[CH:27]=[CH:26][CH:25]=[CH:24][C:23]=3[O:28][CH2:29][CH3:30])[N:19]=[CH:18][N:17]=2)[CH2:10][CH2:9]1)=O)(C)(C)C. (5) The reactants are [C:1]([N:4]1[CH2:9][CH2:8][O:7][C:6]2[CH:10]=[CH:11][C:12]([C:14]3[S:15][C:16](Cl)=[C:17]([C:19]([O:21][CH2:22][CH3:23])=[O:20])[N:18]=3)=[CH:13][C:5]1=2)(=[O:3])[CH3:2].[CH3:25][NH:26][CH2:27][CH2:28][O:29][C:30]1[CH:35]=[CH:34][CH:33]=[CH:32][CH:31]=1. The catalyst is CN(C=O)C. The product is [C:1]([N:4]1[CH2:9][CH2:8][O:7][C:6]2[CH:10]=[CH:11][C:12]([C:14]3[S:15][C:16]([N:26]([CH3:25])[CH2:27][CH2:28][O:29][C:30]4[CH:35]=[CH:34][CH:33]=[CH:32][CH:31]=4)=[C:17]([C:19]([O:21][CH2:22][CH3:23])=[O:20])[N:18]=3)=[CH:13][C:5]1=2)(=[O:3])[CH3:2]. The yield is 0.520. (6) The reactants are [CH3:1][O:2][C:3]1[C:4]([NH2:15])=[CH:5][C:6]([N:9]2[CH2:14][CH2:13][O:12][CH2:11][CH2:10]2)=[N:7][CH:8]=1.[C:16]([N:24]=[C:25]=[S:26])(=[O:23])[C:17]1[CH:22]=[CH:21][CH:20]=[CH:19][CH:18]=1.CCCCCC. The catalyst is CC(C)=O. The product is [C:16]([NH:24][C:25]([NH:15][C:4]1[C:3]([O:2][CH3:1])=[CH:8][N:7]=[C:6]([N:9]2[CH2:14][CH2:13][O:12][CH2:11][CH2:10]2)[CH:5]=1)=[S:26])(=[O:23])[C:17]1[CH:22]=[CH:21][CH:20]=[CH:19][CH:18]=1. The yield is 0.660. (7) The yield is 1.00. The catalyst is CC(C)=O. The reactants are [OH:1][C:2]1[CH:11]=[CH:10][C:5]([C:6]([O:8][CH3:9])=[O:7])=[CH:4][CH:3]=1.C(=O)([O-])[O-].[K+].[K+].[CH2:18](Br)[C:19]1[CH:24]=[CH:23][CH:22]=[CH:21][CH:20]=1. The product is [CH3:9][O:8][C:6](=[O:7])[C:5]1[CH:4]=[CH:3][C:2]([O:1][CH2:18][C:19]2[CH:24]=[CH:23][CH:22]=[CH:21][CH:20]=2)=[CH:11][CH:10]=1.